This data is from Reaction yield outcomes from USPTO patents with 853,638 reactions. The task is: Predict the reaction yield, written as a fraction of the theoretical maximum amount of product (1.0 means a 100% yield; for example, 0.34 means a 34% yield). (1) The reactants are [C:1]([C:3]1[CH:4]=[C:5]([NH:15][C:16](=[O:19])[O:17][CH3:18])[CH:6]=[CH:7][C:8]=1[S:9]([CH:12]([CH3:14])[CH3:13])(=[O:11])=[O:10])#[N:2]. The catalyst is C1COCC1.[Ni]. The product is [NH2:2][CH2:1][C:3]1[CH:4]=[C:5]([NH:15][C:16](=[O:19])[O:17][CH3:18])[CH:6]=[CH:7][C:8]=1[S:9]([CH:12]([CH3:14])[CH3:13])(=[O:11])=[O:10]. The yield is 0.800. (2) The reactants are [CH3:1][O:2][CH2:3][CH2:4][NH:5][CH2:6][C:7]1[CH:8]=[C:9]([CH:12]=[CH:13][CH:14]=1)[C:10]#[N:11].[C:15](O[C:15]([O:17][C:18]([CH3:21])([CH3:20])[CH3:19])=[O:16])([O:17][C:18]([CH3:21])([CH3:20])[CH3:19])=[O:16]. The catalyst is C1COCC1. The product is [C:10]([C:9]1[CH:8]=[C:7]([CH:14]=[CH:13][CH:12]=1)[CH2:6][N:5]([CH2:4][CH2:3][O:2][CH3:1])[C:15](=[O:16])[O:17][C:18]([CH3:21])([CH3:20])[CH3:19])#[N:11]. The yield is 0.840. (3) The catalyst is C(Cl)(Cl)(Cl)Cl. The reactants are [CH3:1][O:2][C:3](=[O:13])[CH2:4][C:5]1[CH:10]=[CH:9][C:8]([S:11][CH3:12])=[CH:7][CH:6]=1.[Br:14]Br. The product is [CH3:1][O:2][C:3](=[O:13])[CH2:4][C:5]1[CH:10]=[CH:9][C:8]([S:11][CH3:12])=[C:7]([Br:14])[CH:6]=1. The yield is 0.840. (4) The reactants are [C:1]([NH:4][C:5]1[CH:6]=[C:7]2[C:11](=[CH:12][CH:13]=1)[C:10](=[O:14])[CH:9]([CH2:15][CH2:16][CH2:17][CH3:18])[CH2:8]2)(=[O:3])[CH3:2].C[O-:20].[Na+].[CH:22]([C:24]([CH3:26])=O)=[CH2:23]. The catalyst is CO. The product is [C:1]([NH:4][C:5]1[CH:6]=[C:7]2[C:11](=[CH:12][CH:13]=1)[C:10](=[O:14])[C:9]([CH2:23][CH2:22][CH2:24][CH3:26])([CH2:15][CH2:16][C:17](=[O:20])[CH3:18])[CH2:8]2)(=[O:3])[CH3:2]. The yield is 0.870. (5) The reactants are S(=O)(=O)(O)O.[Cl:6][C:7]1[CH:8]=[CH:9][C:10]2[N:16]([CH2:17][C:18]([CH3:22])([CH3:21])[CH2:19][OH:20])[C:15](=[O:23])[C@@H:14]([CH2:24][C:25]3[S:26][C:27]([CH2:30][C:31]([OH:33])=[O:32])=[CH:28][N:29]=3)[O:13][C@H:12]([C:34]3[CH:39]=[CH:38][CH:37]=[C:36]([O:40][CH3:41])[C:35]=3[O:42][CH3:43])[C:11]=2[CH:44]=1.N1[CH:49]=[CH:48]N=C1.[C:50]([Si:54]([CH3:57])([CH3:56])Cl)([CH3:53])([CH3:52])[CH3:51]. The catalyst is C(O)C.O. The product is [Si:54]([O:20][CH2:19][C:18]([CH3:21])([CH3:22])[CH2:17][N:16]1[C:10]2[CH:9]=[CH:8][C:7]([Cl:6])=[CH:44][C:11]=2[C@@H:12]([C:34]2[CH:39]=[CH:38][CH:37]=[C:36]([O:40][CH3:41])[C:35]=2[O:42][CH3:43])[O:13][C@H:14]([CH2:24][C:25]2[S:26][C:27]([CH2:30][C:31]([O:33][CH2:48][CH3:49])=[O:32])=[CH:28][N:29]=2)[C:15]1=[O:23])([C:50]([CH3:53])([CH3:52])[CH3:51])([CH3:57])[CH3:56]. The yield is 0.850. (6) The yield is 0.630. The reactants are [F:1][C:2]1[CH:29]=[CH:28][CH:27]=[C:26]([F:30])[C:3]=1[CH2:4][N:5]1[C:9]2[CH:10]=[CH:11][CH:12]=[C:13]([NH:14][C:15](=[O:17])[CH3:16])[C:8]=2[N:7]=[C:6]1[C:18]1[C:23]([F:24])=[CH:22][CH:21]=[CH:20][C:19]=1[F:25].[CH3:31]I.[H-].[Na+]. The catalyst is C1COCC1. The product is [F:1][C:2]1[CH:29]=[CH:28][CH:27]=[C:26]([F:30])[C:3]=1[CH2:4][N:5]1[C:9]2[CH:10]=[CH:11][CH:12]=[C:13]([N:14]([CH3:31])[C:15](=[O:17])[CH3:16])[C:8]=2[N:7]=[C:6]1[C:18]1[C:19]([F:25])=[CH:20][CH:21]=[CH:22][C:23]=1[F:24]. (7) The reactants are [NH2:1][C:2]1[N:3]=[CH:4][C:5]([C:9]([O:11][CH3:12])=[O:10])=[N:6][C:7]=1[Br:8].Br[CH2:14][CH:15](OC)OC. The catalyst is C(#N)C. The product is [Br:8][C:7]1[C:2]2[N:3]([CH:14]=[CH:15][N:1]=2)[CH:4]=[C:5]([C:9]([O:11][CH3:12])=[O:10])[N:6]=1. The yield is 0.0900. (8) The reactants are [F:1][C:2]([F:7])([F:6])[C:3]([OH:5])=[O:4].[CH:8]1([CH:13]([N:18]2[CH:22]=[C:21]([C:23]3[C:24]4[CH:32]=[CH:31][N:30](OCC[Si](C)(C)C)[C:25]=4[N:26]=[C:27](C)[N:28]=3)[CH:20]=[N:19]2)[CH2:14][CH:15]2[CH2:17][CH2:16]2)[CH2:12][CH2:11][CH2:10][CH2:9]1.C(O)(C(F)(F)F)=O. The catalyst is C(Cl)Cl. The product is [F:1][C:2]([F:7])([F:6])[C:3]([OH:5])=[O:4].[CH:8]1([CH:13]([N:18]2[CH:22]=[C:21]([C:23]3[C:24]4[CH:32]=[CH:31][NH:30][C:25]=4[N:26]=[CH:27][N:28]=3)[CH:20]=[N:19]2)[CH2:14][CH:15]2[CH2:17][CH2:16]2)[CH2:12][CH2:11][CH2:10][CH2:9]1. The yield is 0.900. (9) The reactants are [NH:1]1[C:9]2[C:4](=[CH:5][CH:6]=[CH:7][CH:8]=2)[CH:3]=[C:2]1[CH:10]([CH3:16])[C:11]([O:13][CH2:14][CH3:15])=[O:12].[N+:17]([O-])([O-:19])=[O:18].[Na+]. The catalyst is S(=O)(=O)(O)O. The product is [N+:17]([C:6]1[CH:5]=[C:4]2[C:9](=[CH:8][CH:7]=1)[NH:1][C:2]([CH:10]([CH3:16])[C:11]([O:13][CH2:14][CH3:15])=[O:12])=[CH:3]2)([O-:19])=[O:18]. The yield is 0.310.